Dataset: NCI-60 drug combinations with 297,098 pairs across 59 cell lines. Task: Regression. Given two drug SMILES strings and cell line genomic features, predict the synergy score measuring deviation from expected non-interaction effect. Drug 1: CN1C(=O)N2C=NC(=C2N=N1)C(=O)N. Drug 2: C1CN(P(=O)(OC1)NCCCl)CCCl. Cell line: SK-MEL-28. Synergy scores: CSS=1.04, Synergy_ZIP=0.000229, Synergy_Bliss=0.184, Synergy_Loewe=-0.184, Synergy_HSA=-1.33.